Dataset: Experimentally validated miRNA-target interactions with 360,000+ pairs, plus equal number of negative samples. Task: Binary Classification. Given a miRNA mature sequence and a target amino acid sequence, predict their likelihood of interaction. (1) The miRNA is hsa-miR-3170 with sequence CUGGGGUUCUGAGACAGACAGU. The protein sequence of the target gene is MGIDGETVVLKNMLIGVNLILLGSMLKPSECRLEVTTERAQRQTVEEEGGASSYNTSSKEQPMVFNHVYNINVPLESLCSSGLEASAEQDMSAEDDTLAEYIGQTSDHESQVTFTHKINLPKKACPCASSSQVLQELLSRIEMLEREVSLLRDQCNTNCCQESAATGQLDYVPHCSGHGNFSFESCGCICNEGWFGKNCSEPYCPLGCSSRGVCVDGQCICDSEYSGDDCSELRCPTDCSSRGLCVDGECVCEEPYTGEDCRELRCPGDCSGKGQCANGTCLCQEGYAGEDCSQRRCLNA.... Result: 0 (no interaction). (2) The miRNA is hsa-miR-335-5p with sequence UCAAGAGCAAUAACGAAAAAUGU. The protein sequence of the target gene is MAYEKSTDISDVSRSMFLYPWLEYPDKTKELRKAMAPVHLPLSCYQMPKEEFPPSPECWRQHPSKPNSVPYCYFKKPEIYTHWHDLYDQREEREAEKMLRKMRDDCRYIKEVHQTHIKMFHLPMSKLTIKSEMRSRPLEPTQDPLKWQRLRELTKSLESPREDEQFYAAQALGCLRISDKFVMEALQQVAQTGPEKVKYEAYRTLAILGCLNKHVIRALIKQLKEKNEGQRMETLTGLRMALNSWAAVSKDKRTQVGDEGKLVPVLQTLIKKSSSEASLEAALCLGFLRPCSNMVQEFLL.... Result: 1 (interaction). (3) The miRNA is gga-miR-2131-5p with sequence AUGCAGAAGUGCACGGAAACAGCU. Result: 0 (no interaction). The protein sequence of the target gene is MAAPEEHDSPTEASQPIVEEEETKTFKDLGVTDVLCEACDQLGWTKPTKIQIEAIPLALQGRDIIGLAETGSGKTGAFALPILNALLETPQRLFALVLTPTRELAFQISEQFEALGSSIGVQSAVIVGGIDSMSQSLALAKKPHIIIATPGRLIDHLENTKGFNLRALKYLVMDEADRILNMDFETEVDKILKVIPRDRKTFLFSATMTKKVQKLQRAALKNPVKCAVSSKYQTVEKLQQYYIFIPSKFKDTYLVYILNELAGNSFMIFCSTCNNTQRTALLLRNLGFTAIPLHGQMSQS.... (4) The miRNA is hsa-miR-6894-5p with sequence AGGAGGAUGGAGAGCUGGGCCAGA. The protein sequence of the target gene is METDLNSQDRKDLDKFIKFFALKTVQVIVQARLGEKICTRSSSSPTGSDWFNLAIKDIPEVTHEAKKALAGQLPAVGRSMCVEISLKTSEGDSMELEIWCLEMNEKCDKEIKVSYTVYNRLSLLLKSLLAITRVTPAYRLSRKQGHEYVILYRIYFGEVQLSGLGEGFQTVRVGTVGTPVGTITLSCAYRINLAFMSTRQFERTPPIMGIIIDHFVDRPYPSSSPMHPCNYRTAGEDTGVIYPSVEDSQEVCTTSFSTSPPSQLSSSRLSYQPAALGVGSADLAYPVVFAAGLNATHPHQ.... Result: 1 (interaction).